This data is from Catalyst prediction with 721,799 reactions and 888 catalyst types from USPTO. The task is: Predict which catalyst facilitates the given reaction. (1) Reactant: [CH2:1]([O:3][C:4]([C:6]1[N:14]([CH3:15])[C:13]2[C:12]([F:16])=[CH:11][N:10]=[CH:9][C:8]=2[C:7]=1[NH:17][C:18]1[CH:23]=[CH:22][C:21]([Si](C)(C)C)=[CH:20][C:19]=1[F:28])=[O:5])[CH3:2].[I:29]Cl. Product: [CH2:1]([O:3][C:4]([C:6]1[N:14]([CH3:15])[C:13]2[C:12]([F:16])=[CH:11][N:10]=[CH:9][C:8]=2[C:7]=1[NH:17][C:18]1[CH:23]=[CH:22][C:21]([I:29])=[CH:20][C:19]=1[F:28])=[O:5])[CH3:2]. The catalyst class is: 2. (2) Reactant: [CH3:1][NH:2][C:3]1[CH:10]=[CH:9][C:6]([C:7]#[N:8])=[CH:5][C:4]=1[N+:11]([O-])=O.[H][H]. Product: [NH2:11][C:4]1[CH:5]=[C:6]([CH:9]=[CH:10][C:3]=1[NH:2][CH3:1])[C:7]#[N:8]. The catalyst class is: 99. (3) Reactant: [Cl:1][C:2]1[C:3]([NH:18][C:19]2[CH:23]=[C:22]([O:24][CH3:25])[NH:21][N:20]=2)=[N:4][C:5]([NH:8][C@H:9]([C:11]2[N:16]=[CH:15][C:14]([F:17])=[CH:13][N:12]=2)[CH3:10])=[N:6][CH:7]=1.ClC1N=C(NC2C=C(OC[C:41]([F:44])([F:43])[F:42])NN=2)C(Cl)=CN=1.CCN(C(C)C)C(C)C. Product: [Cl:1][C:2]1[C:3]([NH:18][C:19]2[CH:23]=[C:22]([O:24][CH2:25][C:41]([F:44])([F:43])[F:42])[NH:21][N:20]=2)=[N:4][C:5]([NH:8][C@H:9]([C:11]2[N:12]=[CH:13][C:14]([F:17])=[CH:15][N:16]=2)[CH3:10])=[N:6][CH:7]=1. The catalyst class is: 114. (4) Reactant: [CH:1]([C:4]1[N:8]([C:9]2[CH:10]=[C:11]([CH:15]=[C:16]([C:18]3[CH:23]=[CH:22][C:21]([CH3:24])=[CH:20][N:19]=3)[CH:17]=2)[C:12](O)=[O:13])[N:7]=[CH:6][N:5]=1)([CH3:3])[CH3:2].[CH3:25][C:26]1[N:27]=[CH:28][C:29]([CH2:32][NH2:33])=[N:30][CH:31]=1.CCN=C=NCCCN(C)C.C1C=CC2N(O)N=NC=2C=1.CN1CCOCC1. Product: [CH:1]([C:4]1[N:8]([C:9]2[CH:10]=[C:11]([CH:15]=[C:16]([C:18]3[CH:23]=[CH:22][C:21]([CH3:24])=[CH:20][N:19]=3)[CH:17]=2)[C:12]([NH:33][CH2:32][C:29]2[CH:28]=[N:27][C:26]([CH3:25])=[CH:31][N:30]=2)=[O:13])[N:7]=[CH:6][N:5]=1)([CH3:2])[CH3:3]. The catalyst class is: 10. (5) Reactant: [CH2:1]1[C:7]2[CH:8]=[CH:9][C:10]([C:12](=[O:14])[CH3:13])=[CH:11][C:6]=2[CH2:5][CH2:4][NH:3][CH2:2]1.[CH3:15][C:16]([O:19][C:20](O[C:20]([O:19][C:16]([CH3:18])([CH3:17])[CH3:15])=[O:21])=[O:21])([CH3:18])[CH3:17].C(=O)([O-])[O-].[K+].[K+]. Product: [C:12]([C:10]1[CH:9]=[CH:8][C:7]2[CH2:1][CH2:2][N:3]([C:20]([O:19][C:16]([CH3:18])([CH3:17])[CH3:15])=[O:21])[CH2:4][CH2:5][C:6]=2[CH:11]=1)(=[O:14])[CH3:13]. The catalyst class is: 38. (6) Reactant: [F:1][C:2]([F:23])([F:22])[C:3]1[CH:8]=[CH:7][C:6]([C:9]2[CH:21]=[CH:20][C:12]3[S:13][C:14]([C:16]([O:18]C)=[O:17])=[CH:15][C:11]=3[CH:10]=2)=[CH:5][CH:4]=1.O.[OH-].[Li+].O. Product: [F:22][C:2]([F:1])([F:23])[C:3]1[CH:8]=[CH:7][C:6]([C:9]2[CH:21]=[CH:20][C:12]3[S:13][C:14]([C:16]([OH:18])=[O:17])=[CH:15][C:11]=3[CH:10]=2)=[CH:5][CH:4]=1. The catalyst class is: 5.